Task: Predict the reaction yield, written as a fraction of the theoretical maximum amount of product (1.0 means a 100% yield; for example, 0.34 means a 34% yield).. Dataset: Reaction yield outcomes from USPTO patents with 853,638 reactions (1) The reactants are [CH3:1][O:2][C:3]1[CH:8]=[CH:7][C:6]([O:9][CH2:10][C@@H:11]2[CH2:13][O:12]2)=[CH:5][C:4]=1[N+:14]([O-])=O.[NH:17]1[CH2:21][CH2:20][CH2:19][CH2:18]1.C(O)(C)C. The catalyst is C(O)C.[Pd]. The product is [NH2:14][C:4]1[CH:5]=[C:6]([O:9][CH2:10][C@@H:11]([OH:12])[CH2:13][N:17]2[CH2:21][CH2:20][CH2:19][CH2:18]2)[CH:7]=[CH:8][C:3]=1[O:2][CH3:1]. The yield is 0.950. (2) The yield is 1.00. The catalyst is ClCCl. The reactants are [CH3:1][O:2][C:3]([C:5]1[N:6](C(OC(C)(C)C)=O)[C:7]2[C:12]([CH:13]=1)=[CH:11][C:10]([CH2:14][O:15][C:16](=[O:18])[CH3:17])=[CH:9][C:8]=2[N+:19]([O-:21])=[O:20])=[O:4].Cl. The product is [CH3:1][O:2][C:3]([C:5]1[NH:6][C:7]2[C:12]([CH:13]=1)=[CH:11][C:10]([CH2:14][O:15][C:16](=[O:18])[CH3:17])=[CH:9][C:8]=2[N+:19]([O-:21])=[O:20])=[O:4]. (3) The reactants are [CH2:1]([N:8]1[CH2:13][C@@H:12]([CH3:14])[NH:11][CH2:10][C@@H:9]1[CH3:15])[C:2]1[CH:7]=[CH:6][CH:5]=[CH:4][CH:3]=1.[F:16][C:17]([F:22])([F:21])[CH2:18][CH:19]=O.CC(O)=O.C([BH3-])#N.[Na+]. The catalyst is C1COCC1.CO. The product is [CH2:1]([N:8]1[CH2:13][C@@H:12]([CH3:14])[N:11]([CH2:19][CH2:18][C:17]([F:22])([F:21])[F:16])[CH2:10][C@@H:9]1[CH3:15])[C:2]1[CH:7]=[CH:6][CH:5]=[CH:4][CH:3]=1. The yield is 0.900. (4) The reactants are [C:1]([O:4][CH2:5][C:6]1[C:11](B2OC(C)(C)C(C)(C)O2)=[CH:10][C:9]([F:21])=[CH:8][C:7]=1[N:22]1[CH2:34][CH2:33][N:25]2[C:26]3[CH2:27][CH2:28][CH2:29][CH2:30][C:31]=3[CH:32]=[C:24]2[C:23]1=[O:35])(=[O:3])[CH3:2].Br[C:37]1[CH:38]=[C:39]([NH:45][C:46]2[CH:51]=[CH:50][C:49]([N:52]3[CH2:57][CH2:56][N:55]([CH3:58])[C@@H:54]([CH3:59])[CH2:53]3)=[CH:48][N:47]=2)[C:40](=[O:44])[N:41]([CH3:43])[CH:42]=1. No catalyst specified. The product is [C:1]([O:4][CH2:5][C:6]1[C:7]([N:22]2[CH2:34][CH2:33][N:25]3[C:26]4[CH2:27][CH2:28][CH2:29][CH2:30][C:31]=4[CH:32]=[C:24]3[C:23]2=[O:35])=[CH:8][C:9]([F:21])=[CH:10][C:11]=1[C:37]1[CH:38]=[C:39]([NH:45][C:46]2[CH:51]=[CH:50][C:49]([N:52]3[CH2:57][CH2:56][N:55]([CH3:58])[C@@H:54]([CH3:59])[CH2:53]3)=[CH:48][N:47]=2)[C:40](=[O:44])[N:41]([CH3:43])[CH:42]=1)(=[O:3])[CH3:2]. The yield is 0.590.